Dataset: Tyrosyl-DNA phosphodiesterase HTS with 341,365 compounds. Task: Binary Classification. Given a drug SMILES string, predict its activity (active/inactive) in a high-throughput screening assay against a specified biological target. (1) The compound is S(=O)(=O)(N1CCN(CC1)C(=O)c1ncoc1c1ccccc1)c1ccc(NC(=O)C)cc1. The result is 0 (inactive). (2) The drug is FC(F)(F)c1ccc(OC(CC[NH2+]C)c2ccccc2)cc1. The result is 0 (inactive).